From a dataset of Forward reaction prediction with 1.9M reactions from USPTO patents (1976-2016). Predict the product of the given reaction. (1) Given the reactants O1[C:5]2([CH2:10][CH2:9][CH:8](OS(C)(=O)=O)[CH2:7][CH2:6]2)[O:4]CC1.[NH:16]1[CH:20]=[N:19][CH:18]=[N:17]1.[H-].[Na+], predict the reaction product. The product is: [N:16]1([CH:8]2[CH2:9][CH2:10][C:5](=[O:4])[CH2:6][CH2:7]2)[CH:20]=[N:19][CH:18]=[N:17]1. (2) The product is: [F:1][C:2]1[CH:7]=[CH:6][C:5]([O:8][C:10]2[CH:15]=[CH:14][CH:13]=[CH:12][C:11]=2[N+:16]([O-:18])=[O:17])=[CH:4][CH:3]=1.[F:19][C:20]1[CH:33]=[CH:32][C:23]([O:24][C:25]2[CH:31]=[CH:30][CH:29]=[CH:28][C:26]=2[NH:27][C:5]([NH:34][C:35]2[S:36][CH:37]=[CH:38][N:39]=2)=[O:8])=[CH:22][CH:21]=1. Given the reactants [F:1][C:2]1[CH:7]=[CH:6][C:5]([OH:8])=[CH:4][CH:3]=1.F[C:10]1[CH:15]=[CH:14][CH:13]=[CH:12][C:11]=1[N+:16]([O-:18])=[O:17].[F:19][C:20]1[CH:33]=[CH:32][C:23]([O:24][C:25]2[CH:31]=[CH:30][CH:29]=[CH:28][C:26]=2[NH2:27])=[CH:22][CH:21]=1.[NH2:34][C:35]1[S:36][CH:37]=[CH:38][N:39]=1, predict the reaction product. (3) Given the reactants [I:1]I.N1C=CN=C1.C1(P(C2C=CC=CC=2)C2C=CC=CC=2)C=CC=CC=1.[C:27]([O:31][C:32](=[O:44])[NH:33][C@H:34]([CH2:42]O)[CH2:35][C:36]1[CH:41]=[CH:40][CH:39]=[CH:38][CH:37]=1)([CH3:30])([CH3:29])[CH3:28], predict the reaction product. The product is: [C:27]([O:31][C:32](=[O:44])[NH:33][C@H:34]([CH2:42][I:1])[CH2:35][C:36]1[CH:41]=[CH:40][CH:39]=[CH:38][CH:37]=1)([CH3:30])([CH3:29])[CH3:28]. (4) Given the reactants [C:1]([O:5][C:6](=[O:45])/[CH:7]=[CH:8]/[C:9]1[C:14](=[O:15])[N:13]2[CH:16]=[CH:17][C:18]([C:20]([NH:22][C:23]3[S:24][CH:25]=[C:26]([C:28]([CH3:31])([CH3:30])[CH3:29])[N:27]=3)=[O:21])=[CH:19][C:12]2=[N:11][C:10]=1[N:32]1[CH2:37][CH2:36][N:35]([C:38](=[O:44])[CH2:39][CH2:40][CH2:41][CH2:42][OH:43])[CH2:34][CH2:33]1)([CH3:4])([CH3:3])[CH3:2].C1(N=C=NC2CCCCC2)CCCCC1.[S:61](=O)(=[O:64])([OH:63])[OH:62].C(N(CC)CC)C, predict the reaction product. The product is: [C:1]([O:5][C:6](=[O:45])/[CH:7]=[CH:8]/[C:9]1[C:14](=[O:15])[N:13]2[CH:16]=[CH:17][C:18]([C:20]([NH:22][C:23]3[S:24][CH:25]=[C:26]([C:28]([CH3:31])([CH3:30])[CH3:29])[N:27]=3)=[O:21])=[CH:19][C:12]2=[N:11][C:10]=1[N:32]1[CH2:37][CH2:36][N:35]([C:38](=[O:44])[CH2:39][CH2:40][CH2:41][CH2:42][O:43][S:61]([OH:64])(=[O:63])=[O:62])[CH2:34][CH2:33]1)([CH3:2])([CH3:3])[CH3:4]. (5) Given the reactants [C:1]([C:5]1[CH:10]=[CH:9][C:8]([OH:11])=[C:7]([N+:12]([O-:14])=[O:13])[CH:6]=1)([CH3:4])([CH3:3])[CH3:2].C([O-])([O-])=O.[K+].[K+].Br[CH2:22][C:23]([N:25]1[CH2:30][CH2:29][O:28][CH2:27][CH2:26]1)=[O:24], predict the reaction product. The product is: [N:25]1([C:23]([CH2:22][O:11][C:8]2[CH:9]=[CH:10][C:5]([C:1]([CH3:4])([CH3:2])[CH3:3])=[CH:6][C:7]=2[N+:12]([O-:14])=[O:13])=[O:24])[CH2:30][CH2:29][O:28][CH2:27][CH2:26]1. (6) Given the reactants Cl[CH2:2][C@H:3]([OH:10])[CH2:4][C:5]([O:7]CC)=[O:6].[CH3:11][N:12]([CH3:14])[CH3:13], predict the reaction product. The product is: [OH:10][C@H:3]([CH2:4][C:5](=[O:6])[O-:7])[CH2:2][N+:12]([CH3:14])([CH3:13])[CH3:11].